From a dataset of Forward reaction prediction with 1.9M reactions from USPTO patents (1976-2016). Predict the product of the given reaction. (1) Given the reactants [Br:1][C:2]1[CH:3]=[C:4]([C:11]([CH3:30])([CH3:29])[CH2:12][C@:13]([CH2:19][S@:20]([C:22]2[CH:27]=[CH:26][C:25]([CH3:28])=[CH:24][CH:23]=2)=O)([OH:18])[C:14]([F:17])([F:16])[F:15])[C:5]2[O:9][CH2:8][CH2:7][C:6]=2[CH:10]=1.[I-].[Na+].FC(F)(F)C(OC(=O)C(F)(F)F)=O, predict the reaction product. The product is: [Br:1][C:2]1[CH:3]=[C:4]([C:11]([CH3:30])([CH3:29])[CH2:12][C@:13]([CH2:19][S:20][C:22]2[CH:27]=[CH:26][C:25]([CH3:28])=[CH:24][CH:23]=2)([OH:18])[C:14]([F:17])([F:15])[F:16])[C:5]2[O:9][CH2:8][CH2:7][C:6]=2[CH:10]=1. (2) The product is: [CH2:1]([O:3][C:4]1[CH:9]=[CH:8][C:7]([NH:10][C:11]2[N:29]([CH2:30][CH2:31][CH:32]([CH3:34])[CH3:33])[C:28]3[CH:27]=[CH:26][C:18]([C:19]([N:21]([CH2:24][CH3:25])[CH2:22][CH3:23])=[O:20])=[CH:17][C:16]=3[N:15]=2)=[CH:6][CH:5]=1)[CH3:2]. Given the reactants [CH2:1]([O:3][C:4]1[CH:9]=[CH:8][C:7]([NH:10][C:11](=S)SC)=[CH:6][CH:5]=1)[CH3:2].[NH2:15][C:16]1[CH:17]=[C:18]([CH:26]=[CH:27][C:28]=1[NH:29][CH2:30][CH2:31][CH:32]([CH3:34])[CH3:33])[C:19]([N:21]([CH2:24][CH3:25])[CH2:22][CH3:23])=[O:20].CO, predict the reaction product.